Predict which catalyst facilitates the given reaction. From a dataset of Catalyst prediction with 721,799 reactions and 888 catalyst types from USPTO. (1) Reactant: C(Cl)Cl.[C:4]([C:8]1[CH:15]=[CH:14][C:11]([CH2:12][NH2:13])=[CH:10][CH:9]=1)([CH3:7])([CH3:6])[CH3:5].C(N(CC)CC)C.[N:23]1[CH:28]=[CH:27][CH:26]=[CH:25][C:24]=1[S:29](Cl)(=[O:31])=[O:30]. Product: [C:4]([C:8]1[CH:9]=[CH:10][C:11]([CH2:12][NH:13][S:29]([C:24]2[CH:25]=[CH:26][CH:27]=[CH:28][N:23]=2)(=[O:31])=[O:30])=[CH:14][CH:15]=1)([CH3:7])([CH3:5])[CH3:6]. The catalyst class is: 175. (2) Reactant: [F:1][C:2]([F:7])([F:6])[C:3]([OH:5])=[O:4].[CH:8]1([C:11]([N:13]2[CH2:17][CH2:16][C@H:15]([N:18](C)[C:19](=O)OC(C)(C)C)[CH2:14]2)=[O:12])[CH2:10][CH2:9]1. Product: [F:1][C:2]([F:7])([F:6])[C:3]([OH:5])=[O:4].[CH:8]1([C:11]([N:13]2[CH2:17][CH2:16][C@H:15]([NH:18][CH3:19])[CH2:14]2)=[O:12])[CH2:9][CH2:10]1. The catalyst class is: 2.